From a dataset of Full USPTO retrosynthesis dataset with 1.9M reactions from patents (1976-2016). Predict the reactants needed to synthesize the given product. (1) Given the product [CH3:1][O:2][C:3](=[O:13])[CH2:4][C:5]1[CH:10]=[C:9]([OH:11])[CH:8]=[C:7]([O:12][CH2:22][C:23]2[CH:28]=[CH:27][CH:26]=[CH:25][CH:24]=2)[CH:6]=1, predict the reactants needed to synthesize it. The reactants are: [CH3:1][O:2][C:3](=[O:13])[CH2:4][C:5]1[CH:10]=[C:9]([OH:11])[CH:8]=[C:7]([OH:12])[CH:6]=1.C(=O)([O-])[O-].[K+].[K+].[I-].[K+].[CH2:22](Br)[C:23]1[CH:28]=[CH:27][CH:26]=[CH:25][CH:24]=1. (2) Given the product [C:33]([O:37][C:38](=[O:61])[NH:39][CH:40]1[CH2:41][CH2:42][N:43]([C:46]2[CH:51]=[CH:50][C:49]([C:2]3[CH:22]=[C:6]([C:7](=[O:8])[NH:9][CH2:10][C:11]4[C:12](=[O:21])[NH:13][C:14]([CH3:20])=[CH:15][C:16]=4[CH:17]([CH3:19])[CH3:18])[C:5]([CH3:23])=[C:4]([N:24]([CH2:31][CH3:32])[CH:25]4[CH2:30][CH2:29][O:28][CH2:27][CH2:26]4)[CH:3]=3)=[CH:48][N:47]=2)[CH2:44][CH2:45]1)([CH3:36])([CH3:34])[CH3:35], predict the reactants needed to synthesize it. The reactants are: Br[C:2]1[CH:3]=[C:4]([N:24]([CH2:31][CH3:32])[CH:25]2[CH2:30][CH2:29][O:28][CH2:27][CH2:26]2)[C:5]([CH3:23])=[C:6]([CH:22]=1)[C:7]([NH:9][CH2:10][C:11]1[C:12](=[O:21])[NH:13][C:14]([CH3:20])=[CH:15][C:16]=1[CH:17]([CH3:19])[CH3:18])=[O:8].[C:33]([O:37][C:38](=[O:61])[NH:39][CH:40]1[CH2:45][CH2:44][N:43]([C:46]2[CH:51]=[CH:50][C:49](B3OC(C)(C)C(C)(C)O3)=[CH:48][N:47]=2)[CH2:42][CH2:41]1)([CH3:36])([CH3:35])[CH3:34].C([O-])([O-])=O.[Na+].[Na+].